This data is from Forward reaction prediction with 1.9M reactions from USPTO patents (1976-2016). The task is: Predict the product of the given reaction. (1) Given the reactants [CH2:1]([O:3][C:4](=[O:26])[CH2:5][N:6]1[C:12](=[O:13])[CH2:11][C:10]2[CH:14]=[CH:15][C:16]([Cl:18])=[CH:17][C:9]=2[CH:8]([C:19]2[CH:24]=[CH:23][CH:22]=[CH:21][C:20]=2[Br:25])[CH2:7]1)[CH3:2].[C:27](N=P(N=P(N(C)C)(N(C)C)N(C)C)(N=P(N(C)C)(N(C)C)N(C)C)N=P(N(C)C)(N(C)C)N(C)C)([CH3:30])([CH3:29])[CH3:28].CCCCCC.ICC(C)C.Cl, predict the reaction product. The product is: [CH2:1]([O:3][C:4](=[O:26])[CH2:5][N:6]1[CH2:7][CH:8]([C:19]2[CH:24]=[CH:23][CH:22]=[CH:21][C:20]=2[Br:25])[C:9]2[CH:17]=[C:16]([Cl:18])[CH:15]=[CH:14][C:10]=2[CH:11]([CH2:28][CH:27]([CH3:30])[CH3:29])[C:12]1=[O:13])[CH3:2]. (2) Given the reactants [Cl:1][C-:2]1[CH:6]=[CH:5][CH:4]=[CH:3]1.[C-:7]1([Cl:12])[CH:11]=[CH:10][CH:9]=[CH:8]1.[Zr+2:13].O=O.C([Li])CCC.[CH3:21][CH2:22][C:23]#[C:24][CH2:25][CH3:26].[Cl:27][P:28]([C:35]1[CH:40]=[CH:39][CH:38]=[CH:37][CH:36]=1)[C:29]1[CH:34]=[CH:33][CH:32]=[CH:31][CH:30]=1.[ClH:41], predict the reaction product. The product is: [Cl-:1].[Zr+4:13].[CH:2]1([P:28]([CH:7]2[CH:11]=[CH:10][CH:9]=[CH:8]2)([C:35]([CH2:40][CH3:39])=[CH:36][CH2:37][CH3:38])([C:29]2[CH:34]=[CH:33][CH:32]=[CH:31][CH:30]=2)[C:23]2[CH:22]=[CH:21][CH:26]=[CH:25][CH:24]=2)[CH:6]=[CH:5][CH:4]=[CH:3]1.[Cl-:12].[Cl-:27].[Cl-:41]. (3) Given the reactants [Cl:1][C:2]1[CH:3]=[C:4]([CH:21]=[CH:22][CH:23]=1)[CH2:5][CH:6]([CH:9]([C:14]1[CH:19]=[CH:18][C:17]([F:20])=[CH:16][CH:15]=1)[CH2:10][N+:11]([O-])=O)[CH:7]=O.C(O)(=O)C.C([BH3-])#N.[Na+].[OH-].[Na+], predict the reaction product. The product is: [Cl:1][C:2]1[CH:3]=[C:4]([CH:21]=[CH:22][CH:23]=1)[CH2:5][CH:6]1[CH:9]([C:14]2[CH:19]=[CH:18][C:17]([F:20])=[CH:16][CH:15]=2)[CH2:10][NH:11][CH2:7]1. (4) Given the reactants C(N(CC)CC)C.O[C@H:9]1[CH2:14][CH2:13][O:12][C@@H:11]([C:15]2[CH:16]=[C:17]([CH:22]=[CH:23][CH:24]=2)[C:18]([O:20][CH3:21])=[O:19])[CH2:10]1.CS(Cl)(=O)=O.[N-:30]=[N+:31]=[N-:32].[Na+], predict the reaction product. The product is: [N:30]([C@@H:9]1[CH2:14][CH2:13][O:12][C@@H:11]([C:15]2[CH:16]=[C:17]([CH:22]=[CH:23][CH:24]=2)[C:18]([O:20][CH3:21])=[O:19])[CH2:10]1)=[N+:31]=[N-:32].